From a dataset of Catalyst prediction with 721,799 reactions and 888 catalyst types from USPTO. Predict which catalyst facilitates the given reaction. Reactant: [N+:1]([C:4]1[CH:9]=[CH:8][C:7]([NH:10][C@H:11]2[CH2:16][CH2:15][C@H:14]([C:17](O)=[O:18])[CH2:13][CH2:12]2)=[CH:6][C:5]=1[C:20]([F:23])([F:22])[F:21])([O-:3])=[O:2].F[P-](F)(F)(F)(F)F.[N:31]1(OC(N(C)C)=[N+](C)C)[C:35]2C=CC=CC=2N=N1.C(N(C(C)C)CC)(C)C.CN. Product: [CH3:35][NH:31][C:17]([C@H:14]1[CH2:15][CH2:16][C@H:11]([NH:10][C:7]2[CH:8]=[CH:9][C:4]([N+:1]([O-:3])=[O:2])=[C:5]([C:20]([F:23])([F:21])[F:22])[CH:6]=2)[CH2:12][CH2:13]1)=[O:18]. The catalyst class is: 213.